This data is from Full USPTO retrosynthesis dataset with 1.9M reactions from patents (1976-2016). The task is: Predict the reactants needed to synthesize the given product. (1) Given the product [ClH:1].[ClH:1].[CH3:34][NH:35][C@@H:36]1[CH2:40][CH2:39][N:38]([CH:27]2[CH2:26][CH2:25][CH2:24][CH2:23][C:22]2([CH:11]([C:12]2[CH:17]=[CH:16][CH:15]=[C:14]([C:18]([F:20])([F:21])[F:19])[CH:13]=2)[CH3:10])[OH:28])[CH2:37]1, predict the reactants needed to synthesize it. The reactants are: [ClH:1].Cl.CN[C@@H]1CCN([CH2:10][CH:11]([C:22]2([OH:28])[CH2:27][CH2:26][CH2:25][CH2:24][CH2:23]2)[C:12]2[CH:17]=[CH:16][CH:15]=[C:14]([C:18]([F:21])([F:20])[F:19])[CH:13]=2)C1.C(O[C:34](=O)[NH:35][C@@H:36]1[CH2:40][CH2:39][N:38](C(=O)C(C2(O)CCCCC2)C2C=CC=C(C(F)(F)F)C=2)[CH2:37]1)(C)(C)C. (2) Given the product [OH:1][C:2]1[C:7]([CH3:8])=[C:6]([O:9][CH2:17][CH2:18][CH2:19][CH2:20][N:21]2[C:25]3[CH:26]=[CH:27][CH:28]=[CH:29][C:24]=3[N:23]=[C:22]2[C:30]2[CH:35]=[CH:34][CH:33]=[CH:32][CH:31]=2)[CH:5]=[CH:4][C:3]=1[C:10](=[O:15])[CH2:11][CH:12]([CH3:13])[CH3:14], predict the reactants needed to synthesize it. The reactants are: [OH:1][C:2]1[C:7]([CH3:8])=[C:6]([OH:9])[CH:5]=[CH:4][C:3]=1[C:10](=[O:15])[CH2:11][CH:12]([CH3:14])[CH3:13].Br[CH2:17][CH2:18][CH2:19][CH2:20][N:21]1[C:25]2[CH:26]=[CH:27][CH:28]=[CH:29][C:24]=2[N:23]=[C:22]1[C:30]1[CH:35]=[CH:34][CH:33]=[CH:32][CH:31]=1. (3) Given the product [F:1][C:2]1[CH:7]=[C:6]([F:8])[C:5]([C:9]2[CH:10]=[N:11][CH:12]=[N:13][CH:14]=2)=[CH:4][C:3]=1[C@:15]1([CH3:16])[CH2:17][C@@H:18]([C:20]2[N:21]=[C:22]([CH3:26])[O:23][C:24]=2[CH3:25])[S:29][C:28]([NH2:30])=[N:27]1.[F:1][C:2]1[CH:7]=[C:6]([F:8])[C:5]([C:9]2[CH:10]=[N:11][CH:12]=[N:13][CH:14]=2)=[CH:4][C:3]=1[C@:15]1([CH3:16])[CH2:17][C@H:18]([C:20]2[N:21]=[C:22]([CH3:26])[O:23][C:24]=2[CH3:25])[S:29][C:28]([NH2:30])=[N:27]1, predict the reactants needed to synthesize it. The reactants are: [F:1][C:2]1[CH:7]=[C:6]([F:8])[C:5]([C:9]2[CH:10]=[N:11][CH:12]=[N:13][CH:14]=2)=[CH:4][C:3]=1[C@@:15]([NH:27][C:28]([NH:30]C(=O)C1C=CC=CC=1)=[S:29])([CH2:17][C@H:18]([C:20]1[N:21]=[C:22]([CH3:26])[O:23][C:24]=1[CH3:25])O)[CH3:16].Cl. (4) Given the product [OH:40][C@H:38]1[CH2:39][N:35]([C:33](=[O:34])[C@@H:32]([NH:31][C:29](=[O:30])[O:28][C:24]([CH3:26])([CH3:25])[CH3:27])[C@H:44]([CH3:52])[CH2:45][CH:46]([CH3:51])[CH2:47][CH2:48][CH:49]=[CH2:50])[C@H:36]([C:41](=[O:42])[NH:8][C@:9]2([C:14](=[O:15])[NH:16][S:17]([C:20]3([CH3:23])[CH2:22][CH2:21]3)(=[O:19])=[O:18])[CH2:11][C@H:10]2[CH:12]=[CH2:13])[CH2:37]1, predict the reactants needed to synthesize it. The reactants are: FC(F)(F)C(O)=O.[NH2:8][C@:9]1([C:14]([NH:16][S:17]([C:20]2([CH3:23])[CH2:22][CH2:21]2)(=[O:19])=[O:18])=[O:15])[CH2:11][C@H:10]1[CH:12]=[CH2:13].[C:24]([O:28][C:29]([NH:31][C@@H:32]([C@H:44]([CH3:52])[CH2:45][C@H:46]([CH3:51])[CH2:47][CH2:48][CH:49]=[CH2:50])[C:33]([N:35]1[CH2:39][C@H:38]([OH:40])[CH2:37][C@H:36]1[C:41](O)=[O:42])=[O:34])=[O:30])([CH3:27])([CH3:26])[CH3:25].C(N(CC)C(C)C)(C)C.CN(C(ON1N=NC2C=CC=NC1=2)=[N+](C)C)C.F[P-](F)(F)(F)(F)F. (5) Given the product [CH2:1]([C:8]1[S:12][C:11]([NH:13][C:35](=[O:36])[CH2:34][CH2:33][C:32]([C:26]2[CH:27]=[C:28]([O:29][CH2:30][CH3:31])[C:23]([O:22][CH2:20][CH3:21])=[CH:24][C:25]=2[CH3:39])=[O:38])=[N:10][C:9]=1[C:14]1[CH:19]=[CH:18][CH:17]=[CH:16][CH:15]=1)[C:2]1[CH:3]=[CH:4][CH:5]=[CH:6][CH:7]=1, predict the reactants needed to synthesize it. The reactants are: [CH2:1]([C:8]1[S:12][C:11]([NH2:13])=[N:10][C:9]=1[C:14]1[CH:19]=[CH:18][CH:17]=[CH:16][CH:15]=1)[C:2]1[CH:7]=[CH:6][CH:5]=[CH:4][CH:3]=1.[CH2:20]([O:22][C:23]1[C:28]([O:29][CH2:30][CH3:31])=[CH:27][C:26]([C:32](=[O:38])[CH2:33][CH2:34][C:35](O)=[O:36])=[C:25]([CH3:39])[CH:24]=1)[CH3:21].C1C=CC2N(O)N=NC=2C=1.CCN=C=NCCCN(C)C. (6) Given the product [Br:11][C:6]1[NH:7][C:8]2[C:4](=[N:3][CH:2]=[N:1][C:9]=2[NH2:10])[N:5]=1, predict the reactants needed to synthesize it. The reactants are: [N:1]1[C:9]([NH2:10])=[C:8]2[C:4]([N:5]=[CH:6][NH:7]2)=[N:3][CH:2]=1.[Br:11]Br.N. (7) Given the product [Cl:1][C:2]1[CH:3]=[C:4]([CH:5]([CH:6]([C:7]#[N:8])[C:9]#[N:10])[CH:14]([CH3:16])[CH3:15])[CH:11]=[CH:12][CH:13]=1, predict the reactants needed to synthesize it. The reactants are: [Cl:1][C:2]1[CH:3]=[C:4]([CH:11]=[CH:12][CH:13]=1)[CH:5]=[C:6]([C:9]#[N:10])[C:7]#[N:8].[CH:14]([Mg]Br)([CH3:16])[CH3:15].C(C(C(C1C=CC(OC(F)(F)F)=CC=1)C=C)(C#N)C#N)CC=C.